From a dataset of Forward reaction prediction with 1.9M reactions from USPTO patents (1976-2016). Predict the product of the given reaction. (1) Given the reactants O.[NH2:2][NH2:3].C[O:5][C:6](=O)[C:7]1[C:12]([NH:13][C:14]2[C:19]([CH3:20])=[CH:18][C:17]([CH3:21])=[CH:16][C:15]=2[CH3:22])=[CH:11][CH:10]=[CH:9][C:8]=1[C:23](=O)[CH3:24], predict the reaction product. The product is: [CH3:24][C:23]1[C:8]2[C:7](=[C:12]([NH:13][C:14]3[C:19]([CH3:20])=[CH:18][C:17]([CH3:21])=[CH:16][C:15]=3[CH3:22])[CH:11]=[CH:10][CH:9]=2)[C:6](=[O:5])[NH:3][N:2]=1. (2) The product is: [C:23]1([C:20]2[CH:21]=[C:22]3[C:17](=[C:18]([C:29]([NH2:31])=[O:30])[CH:19]=2)[NH:16][N:15]=[C:14]3[CH:11]2[CH2:12][CH2:13][N:8]([S:5]([CH2:4][CH2:3][CH2:2][N:38]3[CH2:43][CH2:42][NH:41][CH2:40][CH2:39]3)(=[O:7])=[O:6])[CH2:9][CH2:10]2)[CH:28]=[CH:27][CH:26]=[CH:25][CH:24]=1. Given the reactants Cl[CH2:2][CH2:3][CH2:4][S:5]([N:8]1[CH2:13][CH2:12][CH:11]([C:14]2[C:22]3[C:17](=[C:18]([C:29]([NH2:31])=[O:30])[CH:19]=[C:20]([C:23]4[CH:28]=[CH:27][CH:26]=[CH:25][CH:24]=4)[CH:21]=3)[NH:16][N:15]=2)[CH2:10][CH2:9]1)(=[O:7])=[O:6].C([O-])([O-])=O.[K+].[K+].[NH:38]1[CH2:43][CH2:42][NH:41][CH2:40][CH2:39]1.[I-].[Na+], predict the reaction product. (3) Given the reactants [Br:1][C:2]1[C:7]([OH:8])=[CH:6][CH:5]=[C:4](Cl)[N:3]=1.[CH3:10][O-:11].[Na+], predict the reaction product. The product is: [Br:1][C:2]1[C:7]([OH:8])=[CH:6][CH:5]=[C:4]([O:11][CH3:10])[N:3]=1. (4) Given the reactants Cl.C(OCC)(=O)C.[Cl:8][C:9]1[CH:14]=[N:13][CH:12]=[C:11]([N:15]2[CH2:20][CH2:19][N:18](C(OC(C)(C)C)=O)[CH2:17][CH2:16]2)[N:10]=1, predict the reaction product. The product is: [ClH:8].[Cl:8][C:9]1[CH:14]=[N:13][CH:12]=[C:11]([N:15]2[CH2:16][CH2:17][NH:18][CH2:19][CH2:20]2)[N:10]=1. (5) Given the reactants I[C:2]1[C:7]([C:8]([O:10][CH3:11])=[O:9])=[C:6]([O:12][CH3:13])[N:5]=[CH:4][CH:3]=1.[C:14]([C:16]1[CH:21]=[CH:20][CH:19]=[CH:18][CH:17]=1)#[CH:15].C(N(CC)CC)C.C([O-])([O-])=O.[K+].[K+], predict the reaction product. The product is: [CH3:13][O:12][C:6]1[N:5]=[CH:4][CH:3]=[C:2]([C:15]#[C:14][C:16]2[CH:21]=[CH:20][CH:19]=[CH:18][CH:17]=2)[C:7]=1[C:8]([O:10][CH3:11])=[O:9].